From a dataset of Peptide-MHC class II binding affinity with 134,281 pairs from IEDB. Regression. Given a peptide amino acid sequence and an MHC pseudo amino acid sequence, predict their binding affinity value. This is MHC class II binding data. The peptide sequence is AITAMSEAQKAAKPA. The MHC is DRB1_1201 with pseudo-sequence DRB1_1201. The binding affinity (normalized) is 0.428.